This data is from Peptide-MHC class I binding affinity with 185,985 pairs from IEDB/IMGT. The task is: Regression. Given a peptide amino acid sequence and an MHC pseudo amino acid sequence, predict their binding affinity value. This is MHC class I binding data. The peptide sequence is AVSFRNLAY. The MHC is HLA-A29:02 with pseudo-sequence HLA-A29:02. The binding affinity (normalized) is 0.936.